From a dataset of CYP2D6 inhibition data for predicting drug metabolism from PubChem BioAssay. Regression/Classification. Given a drug SMILES string, predict its absorption, distribution, metabolism, or excretion properties. Task type varies by dataset: regression for continuous measurements (e.g., permeability, clearance, half-life) or binary classification for categorical outcomes (e.g., BBB penetration, CYP inhibition). Dataset: cyp2d6_veith. (1) The drug is CCCN[C@@H](C)C(=O)Nc1c(C)csc1C(=O)OC. The result is 0 (non-inhibitor). (2) The drug is O=C(CSc1ncccn1)Nc1ccc(S(=O)(=O)N2CCCCC2)cc1. The result is 0 (non-inhibitor). (3) The drug is Cc1nc2ncnn2c(C)c1CCC(=O)N1CCN(C(=O)c2ccco2)CC1. The result is 0 (non-inhibitor). (4) The drug is CCN(CC)C[C@@H]1CCCCN1CC(=O)N1c2ccccc2C(=O)Nc2cccnc21. The result is 0 (non-inhibitor).